This data is from Full USPTO retrosynthesis dataset with 1.9M reactions from patents (1976-2016). The task is: Predict the reactants needed to synthesize the given product. (1) Given the product [CH3:25][O:26][N:29]([CH3:27])[C:13]([CH:11]1[CH2:10][CH:9]([O:8][C:5]2[C:4]([CH:16]3[CH2:17][CH2:18][O:19][CH2:20][CH2:21]3)=[CH:3][C:2]([F:1])=[CH:7][N:6]=2)[CH2:12]1)=[O:14], predict the reactants needed to synthesize it. The reactants are: [F:1][C:2]1[CH:3]=[C:4]([CH:16]2[CH2:21][CH2:20][O:19][CH2:18][CH2:17]2)[C:5]([O:8][CH:9]2[CH2:12][CH:11]([C:13](O)=[O:14])[CH2:10]2)=[N:6][CH:7]=1.CN([CH:25]=[O:26])C.[CH2:27]([N:29](CC)CC)C. (2) Given the product [Br:1][C:2]1[C:3]([O:15][CH3:16])=[CH:4][C:5]2[N:6]([CH2:22][CH2:21][CH:20]([CH3:19])[CH2:24][CH2:25][CH2:26][CH:27]([CH3:29])[CH3:28])[C:7]3[C:12]([C:13]=2[CH:14]=1)=[CH:11][CH:10]=[CH:9][CH:8]=3, predict the reactants needed to synthesize it. The reactants are: [Br:1][C:2]1[C:3]([O:15][CH3:16])=[CH:4][C:5]2[NH:6][C:7]3[C:12]([C:13]=2[CH:14]=1)=[CH:11][CH:10]=[CH:9][CH:8]=3.[OH-].[Na+].[CH3:19][CH:20]([CH2:24][CH2:25][CH2:26][CH:27]([CH3:29])[CH3:28])[CH2:21][CH2:22]Br. (3) The reactants are: [N:1]([CH2:4][C@H:5]1[NH:14][C:13]2[C:8](=[CH:9][CH:10]=[CH:11][CH:12]=2)[NH:7][C:6]1=[O:15])=[N+]=[N-].[Cl:16][C:17]1[CH:18]=[C:19]([S:24](Cl)(=[O:26])=[O:25])[CH:20]=[CH:21][C:22]=1[Cl:23].[H][H]. Given the product [NH2:1][CH2:4][C@H:5]1[N:14]([S:24]([C:19]2[CH:20]=[CH:21][C:22]([Cl:23])=[C:17]([Cl:16])[CH:18]=2)(=[O:26])=[O:25])[C:13]2[C:8](=[CH:9][CH:10]=[CH:11][CH:12]=2)[NH:7][C:6]1=[O:15], predict the reactants needed to synthesize it. (4) The reactants are: [CH3:1][CH:2]([C:4]1[NH:12][C:7]2=[N:8][CH:9]=[CH:10][CH:11]=[C:6]2[CH:5]=1)[CH3:3].ClC1C=CC=C(C(OO)=[O:21])C=1. Given the product [CH3:3][CH:2]([C:4]1[NH:12][C:7]2=[N+:8]([O-:21])[CH:9]=[CH:10][CH:11]=[C:6]2[CH:5]=1)[CH3:1], predict the reactants needed to synthesize it. (5) Given the product [F:8][C:9]1[C:10]([S:26][C:27]2[N:31]3[N:32]=[C:33]([C:36]4[CH:37]=[CH:38][C:39]([F:42])=[CH:40][CH:41]=4)[CH:34]=[CH:35][C:30]3=[N:29][N:28]=2)=[CH:11][C:12]2[S:16][C:15]([NH2:17])=[N:14][C:13]=2[CH:25]=1, predict the reactants needed to synthesize it. The reactants are: FC(F)(F)C(O)=O.[F:8][C:9]1[C:10]([S:26][C:27]2[N:31]3[N:32]=[C:33]([C:36]4[CH:41]=[CH:40][C:39]([F:42])=[CH:38][CH:37]=4)[CH:34]=[CH:35][C:30]3=[N:29][N:28]=2)=[CH:11][C:12]2[S:16][C:15]([NH:17]C(=O)OC(C)(C)C)=[N:14][C:13]=2[CH:25]=1. (6) Given the product [F:26][C:2]1([F:1])[CH2:7][CH2:6][CH:5]([CH2:8][NH:9][C:10]([C:12]2[CH:13]=[C:14]([CH2:22][CH2:23][OH:24])[N:15]3[C:20]=2[C:19]([Cl:21])=[CH:18][CH:17]=[CH:16]3)=[O:11])[CH2:4][CH2:3]1, predict the reactants needed to synthesize it. The reactants are: [F:1][C:2]1([F:26])[CH2:7][CH2:6][CH:5]([CH2:8][NH:9][C:10]([C:12]2[CH:13]=[C:14]([CH2:22][CH2:23][O:24]C)[N:15]3[C:20]=2[C:19]([Cl:21])=[CH:18][CH:17]=[CH:16]3)=[O:11])[CH2:4][CH2:3]1.Cl.N1C=CC=CC=1.